From a dataset of Forward reaction prediction with 1.9M reactions from USPTO patents (1976-2016). Predict the product of the given reaction. (1) Given the reactants [N:1]1([C:7]([N:9]2[CH2:14][CH:13]([C:15]3[CH:20]=[CH:19][C:18]([O:21][C:22]([F:25])([F:24])[F:23])=[CH:17][CH:16]=3)[CH2:12][CH:11]([C:26]([OH:28])=O)[CH2:10]2)=[O:8])[CH2:6][CH2:5][O:4][CH2:3][CH2:2]1.O[NH:30][C:31](=[NH:37])[CH2:32][S:33]([CH3:36])(=[O:35])=[O:34], predict the reaction product. The product is: [CH3:36][S:33]([CH2:32][C:31]1[N:37]=[C:26]([CH:11]2[CH2:12][CH:13]([C:15]3[CH:20]=[CH:19][C:18]([O:21][C:22]([F:25])([F:23])[F:24])=[CH:17][CH:16]=3)[CH2:14][N:9]([C:7]([N:1]3[CH2:6][CH2:5][O:4][CH2:3][CH2:2]3)=[O:8])[CH2:10]2)[O:28][N:30]=1)(=[O:35])=[O:34]. (2) The product is: [Cl:10][C:11]1[CH:12]=[C:13]([C:14](=[O:17])[CH2:15][N:2]([CH2:3][C:4]2[CH:9]=[CH:8][CH:7]=[C:6]([O:29][CH3:22])[CH:5]=2)[CH3:1])[CH:18]=[CH:19][C:20]=1[Cl:21]. Given the reactants [CH3:1][NH:2][CH2:3][C:4]1[CH:9]=[CH:8][CH:7]=[CH:6][CH:5]=1.[Cl:10][C:11]1[CH:12]=[C:13]([CH:18]=[CH:19][C:20]=1[Cl:21])[C:14](=[O:17])[CH2:15]Br.[CH2:22](N(CC)CC)C.[OH2:29], predict the reaction product. (3) The product is: [CH2:18]([O:20][C:21]([NH:23][C:24]1([CH2:30][N:31]2[CH2:36][CH2:35][N:34]([S:37]([C:40]3[CH:41]=[CH:42][C:43]([CH:46]=[CH2:47])=[CH:44][CH:45]=3)(=[O:38])=[O:39])[CH2:33][C:32]2=[O:48])[CH2:25][CH2:26][N:27]([C:2]2[CH:7]=[CH:6][N:5]=[C:4]([CH2:8][OH:9])[CH:3]=2)[CH2:28][CH2:29]1)=[O:22])[CH3:19]. Given the reactants Cl[C:2]1[CH:7]=[CH:6][N:5]=[C:4]([CH2:8][OH:9])[CH:3]=1.C(N(CC)CC)C.Cl.[CH2:18]([O:20][C:21]([NH:23][C:24]1([CH2:30][N:31]2[CH2:36][CH2:35][N:34]([S:37]([C:40]3[CH:45]=[CH:44][C:43]([CH:46]=[CH2:47])=[CH:42][CH:41]=3)(=[O:39])=[O:38])[CH2:33][C:32]2=[O:48])[CH2:29][CH2:28][NH:27][CH2:26][CH2:25]1)=[O:22])[CH3:19], predict the reaction product. (4) Given the reactants [CH3:1][C:2]1[CH:3]=[C:4]([NH:9][C:10]2[N:15]=[C:14]([N:16]3[CH:20]=[CH:19][C:18]([C:21]([F:24])([F:23])[F:22])=[N:17]3)[C:13]([C:25]3[CH:26]=[C:27]([C:33]([O:35]C)=[O:34])[C:28]([O:31][CH3:32])=[N:29][CH:30]=3)=[CH:12][N:11]=2)[CH:5]=[C:6]([CH3:8])[CH:7]=1.[OH-].[Na+], predict the reaction product. The product is: [CH3:1][C:2]1[CH:3]=[C:4]([NH:9][C:10]2[N:15]=[C:14]([N:16]3[CH:20]=[CH:19][C:18]([C:21]([F:22])([F:24])[F:23])=[N:17]3)[C:13]([C:25]3[CH:26]=[C:27]([C:33]([OH:35])=[O:34])[C:28]([O:31][CH3:32])=[N:29][CH:30]=3)=[CH:12][N:11]=2)[CH:5]=[C:6]([CH3:8])[CH:7]=1. (5) The product is: [F:24][C:25]([F:38])([F:37])[S:26]([O:23][C:14]1[C:13]2[C:18](=[CH:19][CH:20]=[C:11]([Br:10])[CH:12]=2)[O:17][C:16]([CH3:21])([CH3:22])[CH:15]=1)(=[O:28])=[O:27]. Given the reactants C(N(CC)C(C)C)(C)C.[Br:10][C:11]1[CH:12]=[C:13]2[C:18](=[CH:19][CH:20]=1)[O:17][C:16]([CH3:22])([CH3:21])[CH2:15][C:14]2=[O:23].[F:24][C:25]([F:38])([F:37])[S:26](O[S:26]([C:25]([F:38])([F:37])[F:24])(=[O:28])=[O:27])(=[O:28])=[O:27].O, predict the reaction product. (6) Given the reactants [Br:1][C:2]1[CH:3]=[C:4]2[C:9](=[CH:10][CH:11]=1)[N:8]=[C:7]([Cl:12])[N:6]=[C:5]2Cl.[CH2:14]([OH:21])[C:15]1[CH:20]=[CH:19][CH:18]=[CH:17][CH:16]=1.[H-].[Na+].O, predict the reaction product. The product is: [CH2:14]([O:21][C:5]1[C:4]2[C:9](=[CH:10][CH:11]=[C:2]([Br:1])[CH:3]=2)[N:8]=[C:7]([Cl:12])[N:6]=1)[C:15]1[CH:20]=[CH:19][CH:18]=[CH:17][CH:16]=1. (7) The product is: [Cl:19][C:20]1[CH:25]=[CH:24][CH:23]=[CH:22][C:21]=1[S:26][CH2:13][CH2:14][CH2:15][C:16]([OH:18])=[O:17]. Given the reactants ClC1C=CC=CC=1SCCCC[CH2:13][CH2:14][CH2:15][C:16]([OH:18])=[O:17].[Cl:19][C:20]1[CH:25]=[CH:24][CH:23]=[CH:22][C:21]=1[SH:26].BrCCCC(OCC)=O.[OH-].[K+], predict the reaction product. (8) Given the reactants C[O:2][C:3]1[CH:4]=[C:5]([C:13]([F:16])([F:15])[F:14])[C:6]2[N:10]=[C:9]([CH3:11])[NH:8][C:7]=2[CH:12]=1.Cl.N1C=CC=CC=1, predict the reaction product. The product is: [CH3:11][C:9]1[NH:8][C:7]2[CH:12]=[C:3]([OH:2])[CH:4]=[C:5]([C:13]([F:16])([F:14])[F:15])[C:6]=2[N:10]=1.